From a dataset of Full USPTO retrosynthesis dataset with 1.9M reactions from patents (1976-2016). Predict the reactants needed to synthesize the given product. (1) Given the product [Si:13]([O:20][CH2:21][CH2:22][CH2:23]/[C:24](=[N:7]\[NH:6][C:4](=[O:5])[C:3]1[CH:8]=[C:9]([F:12])[CH:10]=[CH:11][C:2]=1[F:1])/[C:26]1[CH:27]=[CH:28][CH:29]=[CH:30][CH:31]=1)([C:16]([CH3:19])([CH3:18])[CH3:17])([CH3:15])[CH3:14], predict the reactants needed to synthesize it. The reactants are: [F:1][C:2]1[CH:11]=[CH:10][C:9]([F:12])=[CH:8][C:3]=1[C:4]([NH:6][NH2:7])=[O:5].[Si:13]([O:20][CH2:21][CH2:22][CH2:23][C:24]([C:26]1[CH:31]=[CH:30][CH:29]=[CH:28][CH:27]=1)=O)([C:16]([CH3:19])([CH3:18])[CH3:17])([CH3:15])[CH3:14]. (2) Given the product [CH:28]1([N:35]([CH:36]2[CH2:41][CH2:40][CH:39]([C:42]3[CH:43]=[CH:44][CH:45]=[CH:46][CH:47]=3)[CH2:38][CH2:37]2)[C:16](=[O:17])[NH:61][C:59]2[S:60][C:56]([S:55][C:52]([CH3:54])([CH3:53])[C:51]([OH:50])=[O:62])=[CH:57][N:58]=2)[CH2:29][CH2:30][CH2:31][CH2:32][CH2:33][CH2:34]1, predict the reactants needed to synthesize it. The reactants are: C1(N([C@H]2CC[C@H](CC)CC2)C(=O)NC2SC(SC[C:16](O)=[O:17])=CN=2)CCCC1.[CH:28]1([NH:35][CH:36]2[CH2:41][CH2:40][CH:39]([C:42]3[CH:47]=[CH:46][CH:45]=[CH:44][CH:43]=3)[CH2:38][CH2:37]2)[CH2:34][CH2:33][CH2:32][CH2:31][CH2:30][CH2:29]1.C([O:50][C:51](=[O:62])[C:52]([S:55][C:56]1[S:60][C:59]([NH2:61])=[N:58][CH:57]=1)([CH3:54])[CH3:53])C.